From a dataset of Reaction yield outcomes from USPTO patents with 853,638 reactions. Predict the reaction yield, written as a fraction of the theoretical maximum amount of product (1.0 means a 100% yield; for example, 0.34 means a 34% yield). (1) The reactants are Cl[C:2]1[C:3](=[O:16])[NH:4][C:5]2[C:10]([N:11]=1)=[CH:9][C:8]([C:12]([O:14][CH3:15])=[O:13])=[CH:7][CH:6]=2.[CH3:17][C@H:18]1[CH2:23][CH2:22][CH2:21][CH2:20][NH:19]1.CCN(C(C)C)C(C)C. The catalyst is CS(C)=O. The product is [CH3:17][C@H:18]1[CH2:23][CH2:22][CH2:21][CH2:20][N:19]1[C:2]1[C:3](=[O:16])[NH:4][C:5]2[C:10]([N:11]=1)=[CH:9][C:8]([C:12]([O:14][CH3:15])=[O:13])=[CH:7][CH:6]=2. The yield is 0.790. (2) The reactants are [F:1][C:2]1[CH:3]=[C:4]([OH:11])[CH:5]=[CH:6][C:7]=1[N+:8]([O-:10])=[O:9].Br[CH:13]([CH2:18][CH2:19][Br:20])[C:14]([O:16][CH3:17])=[O:15].C(=O)([O-])[O-].[K+].[K+].Cl. The catalyst is CN(C)C=O. The product is [CH3:17][O:16][C:14](=[O:15])[CH:13]([O:11][C:4]1[CH:5]=[CH:6][C:7]([N+:8]([O-:10])=[O:9])=[C:2]([F:1])[CH:3]=1)[CH2:18][CH2:19][Br:20]. The yield is 0.640. (3) The reactants are [CH2:1]([O:3][C:4]([C:6]1[CH:15]=[C:9]2[C:10](=[O:14])[NH:11][CH2:12][CH2:13][N:8]2[N:7]=1)=[O:5])[CH3:2].Br[C:17]1[CH:22]=[CH:21][C:20]([F:23])=[CH:19][CH:18]=1.CNCCNC.C([O-])([O-])=O.[K+].[K+]. The catalyst is C1(C)C=CC=CC=1.[Cu]I. The product is [CH2:1]([O:3][C:4]([C:6]1[CH:15]=[C:9]2[C:10](=[O:14])[N:11]([C:17]3[CH:22]=[CH:21][C:20]([F:23])=[CH:19][CH:18]=3)[CH2:12][CH2:13][N:8]2[N:7]=1)=[O:5])[CH3:2]. The yield is 0.900. (4) The reactants are [NH:1]([C:3]1[N:4]=[C:5]2[C:11]([CH3:12])=[C:10]([C:13]3[CH:18]=[CH:17][C:16]([C:19]4([CH3:24])[O:23][CH2:22][CH2:21][O:20]4)=[CH:15][CH:14]=3)[N:9]([CH2:25][O:26][CH2:27][CH2:28][Si:29]([CH3:32])([CH3:31])[CH3:30])[C:6]2=[N:7][CH:8]=1)[NH2:2].O.NN.[CH:36](OCC)(OCC)OCC. No catalyst specified. The product is [CH3:12][C:11]1[C:5]2[N:4]3[CH:36]=[N:2][N:1]=[C:3]3[CH:8]=[N:7][C:6]=2[N:9]([CH2:25][O:26][CH2:27][CH2:28][Si:29]([CH3:30])([CH3:32])[CH3:31])[C:10]=1[C:13]1[CH:18]=[CH:17][C:16]([C:19]2([CH3:24])[O:20][CH2:21][CH2:22][O:23]2)=[CH:15][CH:14]=1. The yield is 0.600. (5) The reactants are C(NC(C)C)(C)C.C([Li])CCC.[CH3:13][O:14][C:15](=[O:28])[CH2:16][C:17]1[CH:22]=[CH:21][CH:20]=[C:19]([S:23][C:24]([F:27])([F:26])[F:25])[CH:18]=1.I[CH2:30][CH:31]1[CH2:35][CH2:34][CH2:33][CH2:32]1. The catalyst is O1CCCC1.CN1CCCN(C)C1=O. The product is [CH3:13][O:14][C:15](=[O:28])[CH:16]([C:17]1[CH:22]=[CH:21][CH:20]=[C:19]([S:23][C:24]([F:27])([F:25])[F:26])[CH:18]=1)[CH2:30][CH:31]1[CH2:35][CH2:34][CH2:33][CH2:32]1. The yield is 0.890. (6) The reactants are C([O:8][C:9]1[C:14]([N+:15]([O-:17])=[O:16])=[C:13]([C:18]2[CH:23]=[CH:22][C:21]([O:24][CH3:25])=[CH:20][C:19]=2[Cl:26])[CH:12]=[CH:11][N:10]=1)C1C=CC=CC=1. The catalyst is C(O)(C(F)(F)F)=O. The product is [Cl:26][C:19]1[CH:20]=[C:21]([O:24][CH3:25])[CH:22]=[CH:23][C:18]=1[C:13]1[CH:12]=[CH:11][NH:10][C:9](=[O:8])[C:14]=1[N+:15]([O-:17])=[O:16]. The yield is 1.00. (7) The reactants are [H-].C([Al+]CC(C)C)C(C)C.[C:11]1([CH:17]([N:23]2[CH:27]=[C:26]([C:28]3[C:29]4[CH:36]=[CH:35][N:34]([CH2:37][O:38][CH2:39][CH2:40][Si:41]([CH3:44])([CH3:43])[CH3:42])[C:30]=4[N:31]=[CH:32][N:33]=3)[CH:25]=[N:24]2)[CH2:18][C:19](OC)=[O:20])[CH:16]=[CH:15][CH:14]=[CH:13][CH:12]=1.C(Cl)Cl. The catalyst is CCCCCC. The product is [C:11]1([CH:17]([N:23]2[CH:27]=[C:26]([C:28]3[C:29]4[CH:36]=[CH:35][N:34]([CH2:37][O:38][CH2:39][CH2:40][Si:41]([CH3:42])([CH3:44])[CH3:43])[C:30]=4[N:31]=[CH:32][N:33]=3)[CH:25]=[N:24]2)[CH2:18][CH2:19][OH:20])[CH:16]=[CH:15][CH:14]=[CH:13][CH:12]=1. The yield is 0.920.